Dataset: CYP2C19 inhibition data for predicting drug metabolism from PubChem BioAssay. Task: Regression/Classification. Given a drug SMILES string, predict its absorption, distribution, metabolism, or excretion properties. Task type varies by dataset: regression for continuous measurements (e.g., permeability, clearance, half-life) or binary classification for categorical outcomes (e.g., BBB penetration, CYP inhibition). Dataset: cyp2c19_veith. (1) The compound is c1cc(NNc2cccc(-c3nn[nH]n3)c2)cc(-c2nn[nH]n2)c1. The result is 0 (non-inhibitor). (2) The molecule is COC(=O)N1CCC2(CCN(C(=O)Nc3cccc(C#N)c3)CC2)CC1. The result is 0 (non-inhibitor).